This data is from Catalyst prediction with 721,799 reactions and 888 catalyst types from USPTO. The task is: Predict which catalyst facilitates the given reaction. (1) Reactant: [I:1][C:2]1[CH:3]=[C:4]2[C:8](=[CH:9][CH:10]=1)[N:7]([C:11]([O:13][C:14]([CH3:17])([CH3:16])[CH3:15])=[O:12])[C:6](=[O:18])[C:5]2=[O:19].[CH2:20]1[C:28]2[C:23](=[CH:24][CH:25]=[CH:26][CH:27]=2)[CH2:22][NH:21]1. Product: [CH2:20]1[C:28]2[C:23](=[CH:24][CH:25]=[CH:26][CH:27]=2)[CH2:22][N:21]1[C:6](=[O:18])[C:5]([C:4]1[CH:3]=[C:2]([I:1])[CH:10]=[CH:9][C:8]=1[NH:7][C:11](=[O:12])[O:13][C:14]([CH3:15])([CH3:16])[CH3:17])=[O:19]. The catalyst class is: 1. (2) Reactant: [NH2:1][C:2]1[CH:3]=[CH:4][CH:5]=[C:6]2[C:11]=1[CH2:10][C:9](=[O:12])[CH2:8][CH2:7]2.N1C=CC=CC=1.Cl[C:20]([O:22][CH2:23][C:24]1[CH:29]=[CH:28][CH:27]=[CH:26][CH:25]=1)=[O:21].O. Product: [O:12]=[C:9]1[CH2:10][C:11]2[C:2]([NH:1][C:20](=[O:21])[O:22][CH2:23][C:24]3[CH:29]=[CH:28][CH:27]=[CH:26][CH:25]=3)=[CH:3][CH:4]=[CH:5][C:6]=2[CH2:7][CH2:8]1. The catalyst class is: 7. (3) Reactant: Cl[C:2]1[N:7]=[CH:6][N:5]=[C:4]([NH:8][C:9]2[CH:14]=[CH:13][C:12]([P:15]([CH3:18])([CH3:17])=[O:16])=[CH:11][CH:10]=2)[CH:3]=1.C([N:21]([CH2:24][CH3:25])CC)C.Cl.N[C@H:28]1CC[O:30][CH2:29]1. Product: [CH3:17][P:15]([C:12]1[CH:13]=[CH:14][C:9]([NH:8][C:4]2[CH:3]=[C:2]([NH:21][CH:24]3[CH2:25][CH2:28][CH2:29][O:30]3)[N:7]=[CH:6][N:5]=2)=[CH:10][CH:11]=1)([CH3:18])=[O:16]. The catalyst class is: 8. (4) Reactant: [NH2:1][C:2]1[CH:11]=[C:10]2[C:5]([CH2:6][CH2:7][C:8](=[O:12])[NH:9]2)=[CH:4][CH:3]=1.[C:13](N1C=CN=C1)(N1C=CN=C1)=[S:14].O. Product: [N:1]([C:2]1[CH:11]=[C:10]2[C:5]([CH2:6][CH2:7][C:8](=[O:12])[NH:9]2)=[CH:4][CH:3]=1)=[C:13]=[S:14]. The catalyst class is: 3. (5) Reactant: [N:1]1[CH:6]=[CH:5][CH:4]=[CH:3][C:2]=1[CH2:7][S:8]([NH2:11])(=[O:10])=[O:9].C1C=C(Cl)C=C(C(OO)=[O:20])C=1. Product: [O-:20][N+:1]1[CH:6]=[CH:5][CH:4]=[CH:3][C:2]=1[CH2:7][S:8]([NH2:11])(=[O:9])=[O:10]. The catalyst class is: 2. (6) Reactant: O[CH2:2][CH2:3][N:4]([CH3:13])[C:5]1[NH:10][C:9](=[O:11])[NH:8][C:7](=[O:12])[CH:6]=1.C1C=CC(P(C2C=CC=CC=2)C2C=CC=CC=2)=CC=1.CC(OC(/N=N/C(OC(C)C)=O)=O)C. Product: [CH3:13][N:4]1[C:5]2[N:10]([C:9](=[O:11])[NH:8][C:7](=[O:12])[CH:6]=2)[CH2:2][CH2:3]1. The catalyst class is: 7.